This data is from Full USPTO retrosynthesis dataset with 1.9M reactions from patents (1976-2016). The task is: Predict the reactants needed to synthesize the given product. (1) Given the product [Cl:1][C:2]1[CH:26]=[CH:25][C:5]([CH:6]=[C:7]2[CH2:12][CH2:11][N:10]([S:13]([C:16]3[C:20]([CH3:21])=[N:19][NH:18][C:17]=3[CH3:22])(=[O:15])=[O:14])[CH2:9][CH2:8]2)=[C:4]([F:54])[CH:3]=1, predict the reactants needed to synthesize it. The reactants are: [Cl:1][C:2]1[CH:26]=[CH:25][C:5]([CH2:6][CH:7]2[CH2:12][CH2:11][N:10]([S:13]([C:16]3[C:17]([CH:22]4CC4)=[N:18][NH:19][C:20]=3[CH3:21])(=[O:15])=[O:14])[CH2:9][CH2:8]2)=[CH:4][C:3]=1F.CC1C(S(Cl)(=O)=O)=C(C)NN=1.Cl.ClC1C=CC(C=C2CCNCC2)=C([F:54])C=1. (2) Given the product [OH:1][CH2:2][CH:3]1[CH2:4][CH2:5][CH:6]([C:9]([O:11][CH3:16])=[O:10])[CH2:7][CH2:8]1, predict the reactants needed to synthesize it. The reactants are: [OH:1][CH2:2][CH:3]1[CH2:8][CH2:7][CH:6]([C:9]([OH:11])=[O:10])[CH2:5][CH2:4]1.S(Cl)(Cl)=O.[CH3:16]O. (3) Given the product [Br:42][C:43]1[CH:48]=[CH:47][CH:46]=[CH:45][C:44]=1[C:9]1[N:8]([C:5]2[CH:6]=[CH:7][C:2]([CH3:1])=[CH:3][CH:4]=2)[C:13](=[O:14])[C:12]2[CH:15]=[CH:16][S:17][C:11]=2[N:10]=1, predict the reactants needed to synthesize it. The reactants are: [CH3:1][C:2]1[CH:7]=[CH:6][C:5]([N:8]2[C:13](=[O:14])[C:12]3[CH:15]=[CH:16][S:17][C:11]=3[NH:10][C:9]2=O)=[CH:4][CH:3]=1.N1C(C)=CC=CC=1C.FC(F)(F)S(OS(C(F)(F)F)(=O)=O)(=O)=O.[Br:42][C:43]1[CH:48]=[CH:47][CH:46]=[CH:45][C:44]=1B(O)O.P([O-])([O-])([O-])=O.[K+].[K+].[K+].